This data is from Reaction yield outcomes from USPTO patents with 853,638 reactions. The task is: Predict the reaction yield, written as a fraction of the theoretical maximum amount of product (1.0 means a 100% yield; for example, 0.34 means a 34% yield). (1) The catalyst is C1(C)C=CC=CC=1.O. The yield is 0.190. The reactants are [CH3:1][O:2][C:3]1[CH:4]=[C:5]2[C:10](=[CH:11][C:12]=1[OH:13])[N:9]=[CH:8][CH:7]=[C:6]2[O:14][C:15]1[C:16]([C:22]2[S:23][CH:24]=[CH:25][N:26]=2)=[N:17][C:18]([CH3:21])=[CH:19][CH:20]=1.CC1(C)[O:33][CH2:32][CH:31]([CH2:34]O)[CH2:30][O:29]1.C1(P(C2C=CC=CC=2)C2C=CC=CC=2)C=CC=CC=1.C(N=C=NN=NN=C=NCC)C.S(=O)(=O)(O)O. The product is [CH3:1][O:2][C:3]1[CH:4]=[C:5]2[C:10](=[CH:11][C:12]=1[O:13][CH2:34][CH:31]([CH2:32][OH:33])[CH2:30][OH:29])[N:9]=[CH:8][CH:7]=[C:6]2[O:14][C:15]1[C:16]([C:22]2[S:23][CH:24]=[CH:25][N:26]=2)=[N:17][C:18]([CH3:21])=[CH:19][CH:20]=1. (2) The reactants are [Br:1][CH2:2][C:3](Br)=[O:4].[C:6]([O:10][C:11](=[O:26])[NH:12][C:13]([CH3:25])([CH3:24])[CH2:14][NH:15][C:16]1[CH:21]=[C:20]([F:22])[CH:19]=[CH:18][C:17]=1[CH3:23])([CH3:9])([CH3:8])[CH3:7].C(=O)(O)[O-].[Na+]. The catalyst is CN(C)C(=O)C. The product is [C:6]([O:10][C:11](=[O:26])[NH:12][C:13]([CH3:25])([CH3:24])[CH2:14][N:15]([C:3](=[O:4])[CH2:2][Br:1])[C:16]1[CH:21]=[C:20]([F:22])[CH:19]=[CH:18][C:17]=1[CH3:23])([CH3:9])([CH3:8])[CH3:7]. The yield is 0.890. (3) The reactants are [NH2:1][C:2]1[CH:3]=[C:4]([CH:7]=[C:8]([F:10])[CH:9]=1)[C:5]#[N:6].Br.Br[CH:13]([C:15]1[CH:16]=[C:17]([C:32]([N:34]([CH3:36])[CH3:35])=[O:33])[CH:18]=[C:19]2[C:24]=1[O:23][C:22]([N:25]1[CH2:30][CH2:29][O:28][CH2:27][CH2:26]1)=[CH:21][C:20]2=[O:31])[CH3:14]. No catalyst specified. The product is [C:5]([C:4]1[CH:3]=[C:2]([NH:1][CH:13]([C:15]2[CH:16]=[C:17]([C:32]([N:34]([CH3:36])[CH3:35])=[O:33])[CH:18]=[C:19]3[C:24]=2[O:23][C:22]([N:25]2[CH2:30][CH2:29][O:28][CH2:27][CH2:26]2)=[CH:21][C:20]3=[O:31])[CH3:14])[CH:9]=[C:8]([F:10])[CH:7]=1)#[N:6]. The yield is 0.550. (4) The catalyst is O1CCCC1.C(OCC)C. The yield is 1.00. The reactants are C([O:3][C:4](=[O:33])[CH2:5][N:6]1[C:14]2[C:9](=[CH:10][C:11]([O:15][CH2:16][C:17]3[N:18]=[C:19]([C:23]4[CH:28]=[CH:27][C:26]([C:29]([F:32])([F:31])[F:30])=[CH:25][CH:24]=4)[O:20][C:21]=3[CH3:22])=[CH:12][CH:13]=2)[CH:8]=[CH:7]1)C.[OH-].[Na+].Cl. The product is [CH3:22][C:21]1[O:20][C:19]([C:23]2[CH:28]=[CH:27][C:26]([C:29]([F:31])([F:30])[F:32])=[CH:25][CH:24]=2)=[N:18][C:17]=1[CH2:16][O:15][C:11]1[CH:10]=[C:9]2[C:14](=[CH:13][CH:12]=1)[N:6]([CH2:5][C:4]([OH:33])=[O:3])[CH:7]=[CH:8]2. (5) The yield is 0.820. The reactants are [CH2:1]([N:3]1[CH2:8][C:7]([CH3:10])([CH3:9])[O:6][C:5](=[O:11])[CH:4]1[CH2:12][C:13]([OH:15])=O)[CH3:2].C(N(C(C)C)CC)(C)C.CN(C(ON1N=NC2C=CC=NC1=2)=[N+](C)C)C.F[P-](F)(F)(F)(F)F.[CH3:49][CH:50]([NH2:57])[C:51]1[CH:56]=[CH:55][CH:54]=[CH:53][CH:52]=1. The product is [CH2:1]([N:3]1[CH2:8][C:7]([CH3:9])([CH3:10])[O:6][C:5](=[O:11])[CH:4]1[CH2:12][C:13]([NH:57][CH:50]([C:51]1[CH:56]=[CH:55][CH:54]=[CH:53][CH:52]=1)[CH3:49])=[O:15])[CH3:2]. The catalyst is CN(C=O)C. (6) The reactants are [H-].[Na+].[Cl:3][C:4]1[NH:5][C:6]2[CH:12]=[CH:11][CH:10]=[CH:9][C:7]=2[N:8]=1.Br[CH2:14][C:15]([O:17][CH3:18])=[O:16]. The catalyst is CN(C=O)C.O. The product is [Cl:3][C:4]1[N:8]([CH2:14][C:15]([O:17][CH3:18])=[O:16])[C:7]2[CH:9]=[CH:10][CH:11]=[CH:12][C:6]=2[N:5]=1. The yield is 0.520. (7) The reactants are [CH3:1][C@H:2]1[CH2:6][CH2:5][CH2:4][N:3]1[CH:7]1[CH2:11][CH2:10][C@H:9]([C:12]2[CH:17]=[CH:16][C:15]([NH2:18])=[CH:14][CH:13]=2)[CH2:8]1.[O:19]1[CH2:24][CH2:23][CH:22]([C:25](Cl)=[O:26])[CH2:21][CH2:20]1.N1C=CC=CC=1.N.CO. The catalyst is C(Cl)Cl. The product is [CH3:1][C@H:2]1[CH2:6][CH2:5][CH2:4][N:3]1[CH:7]1[CH2:11][CH2:10][C@H:9]([C:12]2[CH:17]=[CH:16][C:15]([NH:18][C:25]([CH:22]3[CH2:23][CH2:24][O:19][CH2:20][CH2:21]3)=[O:26])=[CH:14][CH:13]=2)[CH2:8]1. The yield is 0.870. (8) The reactants are [CH:1]1[C:13]2[NH:12][C:11]3[C:6](=[CH:7][CH:8]=[CH:9][CH:10]=3)[C:5]=2[C:4]([OH:14])=[CH:3][CH:2]=1.C(=O)([O-])[O-].[K+].[K+].C[C:22](=[O:25])[CH2:23][CH3:24]. No catalyst specified. The product is [O:25]1[CH2:22][C@H:23]1[CH2:24][O:14][C:4]1[C:5]2[C:6]3[C:11](=[CH:10][CH:9]=[CH:8][CH:7]=3)[NH:12][C:13]=2[CH:1]=[CH:2][CH:3]=1. The yield is 0.940.